This data is from Forward reaction prediction with 1.9M reactions from USPTO patents (1976-2016). The task is: Predict the product of the given reaction. (1) Given the reactants [Cl:1][C:2]1[C:7]([Cl:8])=[CH:6][C:5]([NH2:9])=[C:4]([NH2:10])[CH:3]=1.C([O:15][C:16](=O)[CH2:17][C:18]([C:20]1[CH:25]=[CH:24][CH:23]=[C:22]([C:26]2[C:31]([CH3:32])=[CH:30][N:29]=[C:28]([CH3:33])[CH:27]=2)[CH:21]=1)=O)(C)(C)C, predict the reaction product. The product is: [Cl:1][C:2]1[C:7]([Cl:8])=[CH:6][C:5]2[NH:9][C:16](=[O:15])[CH2:17][C:18]([C:20]3[CH:25]=[CH:24][CH:23]=[C:22]([C:26]4[C:31]([CH3:32])=[CH:30][N:29]=[C:28]([CH3:33])[CH:27]=4)[CH:21]=3)=[N:10][C:4]=2[CH:3]=1. (2) Given the reactants [BH4-].[Na+].[C:3]1([C@@:9]2([CH:21]=[O:22])[CH2:11][C@H:10]2[CH2:12][O:13][CH2:14][C:15]2[CH:20]=[CH:19][CH:18]=[CH:17][CH:16]=2)[CH:8]=[CH:7][CH:6]=[CH:5][CH:4]=1, predict the reaction product. The product is: [C:3]1([C@@:9]2([CH2:21][OH:22])[CH2:11][C@H:10]2[CH2:12][O:13][CH2:14][C:15]2[CH:20]=[CH:19][CH:18]=[CH:17][CH:16]=2)[CH:4]=[CH:5][CH:6]=[CH:7][CH:8]=1. (3) Given the reactants [CH2:1]1[C:9]2[C:4](=[CH:5][C:6]([CH2:10][C:11]([NH:13][CH:14]3[CH2:19][C:18]4[CH:20]=[CH:21][CH:22]=[C:23]([C:24]([OH:26])=[O:25])[C:17]=4[O:16][B:15]3[OH:27])=[O:12])=[CH:7][CH:8]=2)[CH2:3][NH:2]1, predict the reaction product. The product is: [CH2:3]([O:25][C:24]([C:23]1[C:17]2[O:16][B:15]([OH:27])[C@@H:14]([NH:13][C:11](=[O:12])[CH2:10][C:6]3[CH:5]=[C:4]4[C:9](=[CH:8][CH:7]=3)[CH2:1][NH:2][CH2:3]4)[CH2:19][C:18]=2[CH:20]=[CH:21][CH:22]=1)=[O:26])[CH2:4][CH2:5][CH3:6].